From a dataset of Reaction yield outcomes from USPTO patents with 853,638 reactions. Predict the reaction yield, written as a fraction of the theoretical maximum amount of product (1.0 means a 100% yield; for example, 0.34 means a 34% yield). (1) The reactants are [NH:1]1[C:10]2[CH2:9][CH2:8][CH2:7][C:6](=[O:11])[C:5]=2[CH:4]=[CH:3][C:2]1=[O:12].[F:13][C:14]([F:27])([F:26])[S:15](O[S:15]([C:14]([F:27])([F:26])[F:13])(=[O:17])=[O:16])(=[O:17])=[O:16]. The catalyst is N1C=CC=CC=1. The product is [F:13][C:14]([F:27])([F:26])[S:15]([O:12][C:2]1[CH:3]=[CH:4][C:5]2[C:6](=[O:11])[CH2:7][CH2:8][CH2:9][C:10]=2[N:1]=1)(=[O:17])=[O:16]. The yield is 0.960. (2) The reactants are [F-].C([N+](CCCC)(CCCC)CCCC)CCC.C([Si](C1C=CC=CC=1)(C1C=CC=CC=1)[O:24][CH2:25][CH2:26][CH2:27][CH2:28][CH2:29][CH2:30][CH2:31][CH2:32][CH2:33][CH2:34][CH2:35][CH:36]([S:57]([C:60]1[CH:65]=[CH:64][CH:63]=[CH:62][CH:61]=1)(=[O:59])=[O:58])[CH2:37][CH2:38][CH2:39][CH2:40]/[CH:41]=[CH:42]\[CH2:43]/[CH:44]=[CH:45]\[CH2:46]/[CH:47]=[CH:48]\[CH2:49]/[CH:50]=[CH:51]\[CH2:52][CH2:53][CH2:54][CH2:55][CH3:56])(C)(C)C.O. The catalyst is C1COCC1. The product is [C:60]1([S:57]([CH:36]([CH2:37][CH2:38][CH2:39][CH2:40]/[CH:41]=[CH:42]\[CH2:43]/[CH:44]=[CH:45]\[CH2:46]/[CH:47]=[CH:48]\[CH2:49]/[CH:50]=[CH:51]\[CH2:52][CH2:53][CH2:54][CH2:55][CH3:56])[CH2:35][CH2:34][CH2:33][CH2:32][CH2:31][CH2:30][CH2:29][CH2:28][CH2:27][CH2:26][CH2:25][OH:24])(=[O:58])=[O:59])[CH:61]=[CH:62][CH:63]=[CH:64][CH:65]=1. The yield is 0.660. (3) The reactants are [Br:1][CH2:2][C:3]1[CH:8]=[CH:7][C:6]([S:9](Cl)(=[O:11])=[O:10])=[CH:5][CH:4]=1.[NH2:13][C:14]1[C:15]([CH3:21])=[N:16][N:17]([CH3:20])[C:18]=1[CH3:19].N1C=CC=CC=1.CCOCC. The catalyst is C(Cl)Cl. The product is [Br:1][CH2:2][C:3]1[CH:8]=[CH:7][C:6]([S:9]([NH:13][C:14]2[C:15]([CH3:21])=[N:16][N:17]([CH3:20])[C:18]=2[CH3:19])(=[O:11])=[O:10])=[CH:5][CH:4]=1. The yield is 0.550. (4) The reactants are [F:1][C:2]([C:5]1[CH:12]=[CH:11][C:8]([CH:9]=O)=[CH:7][CH:6]=1)([F:4])[CH3:3].[NH2:13][C:14]1[N:15]=[N:16][C:17]([CH3:20])=[CH:18][CH:19]=1.C([O:23][C:24](=O)[C:25]([OH:38])=[CH:26][C:27]([C:29]1[CH:34]=[CH:33][C:32]([CH:35]([CH3:37])[CH3:36])=[CH:31][CH:30]=1)=[O:28])C. No catalyst specified. The product is [F:1][C:2]([C:5]1[CH:12]=[CH:11][C:8]([CH:9]2[N:13]([C:14]3[N:15]=[N:16][C:17]([CH3:20])=[CH:18][CH:19]=3)[C:24](=[O:23])[C:25]([OH:38])=[C:26]2[C:27](=[O:28])[C:29]2[CH:30]=[CH:31][C:32]([CH:35]([CH3:36])[CH3:37])=[CH:33][CH:34]=2)=[CH:7][CH:6]=1)([F:4])[CH3:3]. The yield is 0.340. (5) The reactants are Cl.[CH3:2][NH:3][CH3:4].C[Al](C)C.[O:9]([C:16]1[CH:17]=[C:18]([N:22]([CH2:30][C:31]2[CH:32]=[C:33]([CH:38]=[CH:39][CH:40]=2)[C:34](OC)=[O:35])[CH2:23][CH:24]([OH:29])[C:25]([F:28])([F:27])[F:26])[CH:19]=[CH:20][CH:21]=1)[C:10]1[CH:15]=[CH:14][CH:13]=[CH:12][CH:11]=1.CN([Al]CCl)C. The catalyst is C1(C)C=CC=CC=1.C(OCC)(=O)C. The product is [CH3:2][N:3]([CH3:4])[C:34](=[O:35])[C:33]1[CH:38]=[CH:39][CH:40]=[C:31]([CH2:30][N:22]([C:18]2[CH:19]=[CH:20][CH:21]=[C:16]([O:9][C:10]3[CH:15]=[CH:14][CH:13]=[CH:12][CH:11]=3)[CH:17]=2)[CH2:23][CH:24]([OH:29])[C:25]([F:28])([F:27])[F:26])[CH:32]=1. The yield is 0.910.